This data is from Peptide-MHC class II binding affinity with 134,281 pairs from IEDB. The task is: Regression. Given a peptide amino acid sequence and an MHC pseudo amino acid sequence, predict their binding affinity value. This is MHC class II binding data. (1) The MHC is HLA-DPA10103-DPB10301 with pseudo-sequence HLA-DPA10103-DPB10301. The peptide sequence is RNSRWSSPDNVKPLY. The binding affinity (normalized) is 0.228. (2) The MHC is HLA-DPA10201-DPB10501 with pseudo-sequence HLA-DPA10201-DPB10501. The peptide sequence is GIRYANPIAFFRKEP. The binding affinity (normalized) is 0.826. (3) The peptide sequence is LLVKYAAGDGNIVAV. The binding affinity (normalized) is 0.191. The MHC is DRB3_0202 with pseudo-sequence DRB3_0202. (4) The peptide sequence is EEFGRFASFEAQGALA. The MHC is DRB1_0101 with pseudo-sequence DRB1_0101. The binding affinity (normalized) is 0.638. (5) The peptide sequence is HNTSDLYGLITEQFL. The MHC is DRB1_0101 with pseudo-sequence DRB1_0101. The binding affinity (normalized) is 0.310. (6) The peptide sequence is FPQPQLPYSQPQPFRPQQPY. The MHC is DRB1_0301 with pseudo-sequence DRB1_0301. The binding affinity (normalized) is 0.